This data is from Catalyst prediction with 721,799 reactions and 888 catalyst types from USPTO. The task is: Predict which catalyst facilitates the given reaction. Reactant: [CH2:1]([S:8](Cl)(=[O:10])=[O:9])[C:2]1[CH:7]=[CH:6][CH:5]=[CH:4][CH:3]=1.[NH2:12][C:13]1[CH:14]=[C:15]([CH:25]=[CH:26][C:27]=1[O:28][CH3:29])[C:16]([NH:18][C:19]1[CH:24]=[CH:23][CH:22]=[CH:21][CH:20]=1)=[O:17]. Product: [C:2]1([CH2:1][S:8]([NH:12][C:13]2[CH:14]=[C:15]([CH:25]=[CH:26][C:27]=2[O:28][CH3:29])[C:16]([NH:18][C:19]2[CH:24]=[CH:23][CH:22]=[CH:21][CH:20]=2)=[O:17])(=[O:10])=[O:9])[CH:7]=[CH:6][CH:5]=[CH:4][CH:3]=1. The catalyst class is: 17.